From a dataset of Experimentally validated miRNA-target interactions with 360,000+ pairs, plus equal number of negative samples. Binary Classification. Given a miRNA mature sequence and a target amino acid sequence, predict their likelihood of interaction. The miRNA is hsa-miR-1909-3p with sequence CGCAGGGGCCGGGUGCUCACCG. The protein sequence of the target gene is MTLKSSEGEGGNSMRTALSDLYLEHLLQKRNRPETSLNQSNVTTEDMYTNGSPAPGSPAHAKGQEARRVRLIQFEKITEEPMGITLKLNEKQSCTVARILHGGMIHRQGSLHVGDEILEINGTNVTNHSVDQLQKAMKETKGMISLKVIANQQSRLPALQMFMRAQFDYDPQKDNLIPCKEAGLKFVTGDIIQIINKDDSNWWQGRVEGSSKESAGLIPSPELQEWRVASVAHSAPSEAPSCSPFGKKKKCKDKYLAKHSSIFDQLDVVSYEEVVRLPAFKRKTLVLIGASGVGRSHIKN.... Result: 0 (no interaction).